Task: Predict the product of the given reaction.. Dataset: Forward reaction prediction with 1.9M reactions from USPTO patents (1976-2016) Given the reactants [CH2:1]([S:3]([N:6]1[CH2:11][CH2:10][CH:9]([C:12]2[C:20]3[C:15](=[C:16]([C:35]([NH2:37])=[O:36])[CH:17]=[C:18]([C:21]4[CH:25]=[C:24]([CH2:26][N:27]5[CH2:31][CH2:30][CH2:29][CH:28]5[CH2:32][CH2:33][CH3:34])[S:23][CH:22]=4)[CH:19]=3)[NH:14][CH:13]=2)[CH2:8][CH2:7]1)(=[O:5])=[O:4])[CH3:2].C(C1CCCN1)CC, predict the reaction product. The product is: [CH:28]1([N:27]([CH2:26][C:24]2[S:23][CH:22]=[C:21]([C:18]3[CH:19]=[C:20]4[C:15](=[C:16]([C:35]([NH2:37])=[O:36])[CH:17]=3)[NH:14][CH:13]=[C:12]4[CH:9]3[CH2:10][CH2:11][N:6]([S:3]([CH2:1][CH3:2])(=[O:5])=[O:4])[CH2:7][CH2:8]3)[CH:25]=2)[CH3:31])[CH2:29][CH2:30][CH2:34][CH2:33][CH2:32]1.